Dataset: Peptide-MHC class II binding affinity with 134,281 pairs from IEDB. Task: Regression. Given a peptide amino acid sequence and an MHC pseudo amino acid sequence, predict their binding affinity value. This is MHC class II binding data. The MHC is HLA-DPA10301-DPB10402 with pseudo-sequence HLA-DPA10301-DPB10402. The binding affinity (normalized) is 0.0757. The peptide sequence is DELVGGPPVEASAAA.